From a dataset of Retrosynthesis with 50K atom-mapped reactions and 10 reaction types from USPTO. Predict the reactants needed to synthesize the given product. (1) Given the product O=C(Nc1ccc(-c2cnc(C34CC5CC(CC(C(=O)O)(C5)C3)C4)s2)cc1)Nc1cccc(C(F)(F)F)c1, predict the reactants needed to synthesize it. The reactants are: COC(=O)C12CC3CC(C1)CC(c1ncc(-c4ccc(NC(=O)Nc5cccc(C(F)(F)F)c5)cc4)s1)(C3)C2. (2) Given the product CC(C)(C)OC(=O)NC[C@H]1CC[C@H](Nc2c(C(=O)C3CC3)cnc3ccc(-c4cc(F)c(O)c(Cl)c4)cc23)CC1, predict the reactants needed to synthesize it. The reactants are: CC(C)(C)OC(=O)NC[C@H]1CC[C@H](Nc2c(C(=O)C3CC3)cnc3ccc(Br)cc23)CC1.CC1(C)OB(c2cc(F)c(O)c(Cl)c2)OC1(C)C. (3) Given the product Cc1ccc(NC(=O)C(C)C)cc1C1CCN(CCCNC(=O)C2(c3ccc(Cl)cc3)CCCCC2)CC1, predict the reactants needed to synthesize it. The reactants are: Cc1ccc(NC(=O)C(C)C)cc1C1CCN(CCCN)CC1.O=C(O)C1(c2ccc(Cl)cc2)CCCCC1.